From a dataset of Reaction yield outcomes from USPTO patents with 853,638 reactions. Predict the reaction yield, written as a fraction of the theoretical maximum amount of product (1.0 means a 100% yield; for example, 0.34 means a 34% yield). (1) The reactants are [NH2:1][N:2]1[C:7](=[O:8])[C:6]([C:9]2[NH:14][C:13]3[CH:15]=[CH:16][CH:17]=[CH:18][C:12]=3[S:11](=[O:20])(=[O:19])[N:10]=2)=[C:5]([OH:21])[C:4]2[S:22][CH:23]=[CH:24][C:3]1=2.[CH3:25][O:26][C:27]1[CH:28]=[C:29]([CH:32]=[CH:33][CH:34]=1)[CH:30]=O. The catalyst is CN(C)C(=O)C. The product is [O:19]=[S:11]1(=[O:20])[C:12]2[CH:18]=[CH:17][CH:16]=[CH:15][C:13]=2[NH:14][C:9]([C:6]2[C:7](=[O:8])[N:2]([N:1]=[CH:30][C:29]3[CH:32]=[CH:33][CH:34]=[C:27]([O:26][CH3:25])[CH:28]=3)[C:3]3[CH:24]=[CH:23][S:22][C:4]=3[C:5]=2[OH:21])=[N:10]1. The yield is 0.720. (2) The reactants are C(O[BH-](OC(=O)C)OC(=O)C)(=O)C.C[N+](C)(C)C.C(Cl)Cl.[NH2:22][CH2:23][CH2:24][O:25][C:26]1[CH:31]=[CH:30][C:29]([F:32])=[CH:28][C:27]=1[C@H:33]1[CH2:37][CH2:36][CH2:35][N:34]1[C:38]1[CH:43]=[CH:42][N:41]2[N:44]=[CH:45][C:46]([CH:47]=O)=[C:40]2[N:39]=1. The catalyst is [Cl-].[Na+].O. The product is [F:32][C:29]1[CH:28]=[C:27]2[C:26](=[CH:31][CH:30]=1)[O:25][CH2:24][CH2:23][NH:22][CH2:47][C:46]1=[C:40]3[N:39]=[C:38]([CH:43]=[CH:42][N:41]3[N:44]=[CH:45]1)[N:34]1[C@@H:33]2[CH2:37][CH2:36][CH2:35]1. The yield is 0.216. (3) The product is [CH:11]([C:7]1[CH:8]=[CH:9][CH:10]=[C:4]([CH:1]([CH3:3])[CH3:2])[C:5]=1[NH:6][C:31](=[O:32])[CH2:30][N:22]1[CH2:23][C:24]2([CH2:25][CH2:26][CH2:27][CH2:28][CH2:29]2)[N:20]([C:14]2[CH:15]=[CH:16][CH:17]=[CH:18][CH:19]=2)[CH2:21]1)([CH3:13])[CH3:12]. The reactants are [CH:1]([C:4]1[CH:10]=[CH:9][CH:8]=[C:7]([CH:11]([CH3:13])[CH3:12])[C:5]=1[NH2:6])([CH3:3])[CH3:2].[C:14]1([N:20]2[C:24]3([CH2:29][CH2:28][CH2:27][CH2:26][CH2:25]3)[CH2:23][N:22]([CH2:30][C:31](O)=[O:32])[CH2:21]2)[CH:19]=[CH:18][CH:17]=[CH:16][CH:15]=1.CN(C)CCCN=C=NCC.O. The yield is 0.0880. The catalyst is ClCCl. (4) The reactants are [F:1][C:2]1[CH:7]=[CH:6][C:5]([PH:8](=[O:10])[O-:9])=[CH:4][CH:3]=1.Br[C:12]1[CH:17]=[CH:16][C:15]([O:18][CH:19]([CH3:21])[CH3:20])=[C:14]([CH:22]=[CH2:23])[CH:13]=1.[CH2:24](N(CC)CC)[CH3:25]. The catalyst is C(#N)C.C([O-])(=O)C.[Pd+2].C([O-])(=O)C.C1(P(C2C=CC=CC=2)[C-]2C=CC=C2)C=CC=CC=1.[C-]1(P(C2C=CC=CC=2)C2C=CC=CC=2)C=CC=C1.[Fe+2]. The product is [F:1][C:2]1[CH:7]=[CH:6][C:5]([P:8]([C:12]2[CH:17]=[CH:16][C:15]([O:18][CH:19]([CH3:21])[CH3:20])=[C:14]([CH:22]=[CH2:23])[CH:13]=2)(=[O:9])[O:10][CH2:24][CH3:25])=[CH:4][CH:3]=1. The yield is 0.820. (5) The reactants are [CH2:1]([C:3]1[N:4]=[C:5]([CH3:25])[NH:6][C:7](=[O:24])[C:8]=1[CH2:9][C:10]1[CH:15]=[CH:14][C:13]([C:16]2[C:17]([C:22]#[N:23])=[CH:18][CH:19]=[CH:20][CH:21]=2)=[CH:12][CH:11]=1)[CH3:2].[CH3:26][CH:27]1[CH2:31][C:30]2[CH:32]=[C:33](B(O)O)[CH:34]=[CH:35][C:29]=2[O:28]1.C(N(CC)CC)C.N1C=CC=CC=1. The catalyst is C([O-])(=O)C.[Cu+2].C([O-])(=O)C.C(OCC)(=O)C.C(Cl)Cl. The product is [CH2:1]([C:3]1[N:4]=[C:5]([CH3:25])[N:6]([C:33]2[CH:34]=[CH:35][C:29]3[O:28][CH:27]([CH3:26])[CH2:31][C:30]=3[CH:32]=2)[C:7](=[O:24])[C:8]=1[CH2:9][C:10]1[CH:15]=[CH:14][C:13]([C:16]2[C:17]([C:22]#[N:23])=[CH:18][CH:19]=[CH:20][CH:21]=2)=[CH:12][CH:11]=1)[CH3:2]. The yield is 0.780. (6) The reactants are [F:1][C:2]([F:27])([F:26])[O:3][C:4]1[CH:9]=[CH:8][C:7]([NH:10][C:11]2[N:16]=[CH:15][N:14]=[C:13]([C:17]3[CH:18]=[C:19]([CH:23]=[CH:24][CH:25]=3)[C:20](O)=[O:21])[CH:12]=2)=[CH:6][CH:5]=1.[F:28][C:29]([F:39])([F:38])[C:30]1[CH:37]=[CH:36][CH:35]=[CH:34][C:31]=1[CH2:32][NH2:33].CN(C(ON1N=NC2C=CC=NC1=2)=[N+](C)C)C.F[P-](F)(F)(F)(F)F.CCN(C(C)C)C(C)C. The catalyst is CN(C=O)C.CO.ClCCl. The product is [F:27][C:2]([F:1])([F:26])[O:3][C:4]1[CH:9]=[CH:8][C:7]([NH:10][C:11]2[N:16]=[CH:15][N:14]=[C:13]([C:17]3[CH:18]=[C:19]([CH:23]=[CH:24][CH:25]=3)[C:20]([NH:33][CH2:32][C:31]3[CH:34]=[CH:35][CH:36]=[CH:37][C:30]=3[C:29]([F:38])([F:39])[F:28])=[O:21])[CH:12]=2)=[CH:6][CH:5]=1. The yield is 0.950. (7) The reactants are [F:1][C:2]([F:28])([F:27])[C:3]1[CH:8]=[CH:7][C:6]([N:9]2[CH2:14][CH2:13][N:12]([S:15]([C:18]3[CH:19]=[C:20]4[C:24](=[CH:25][CH:26]=3)[NH:23][CH2:22][CH2:21]4)(=[O:17])=[O:16])[CH2:11][CH2:10]2)=[CH:5][CH:4]=1.C(C1C(=O)C(Cl)=C(Cl)C(=O)C=1C#N)#N. The catalyst is ClCCl. The product is [F:27][C:2]([F:1])([F:28])[C:3]1[CH:8]=[CH:7][C:6]([N:9]2[CH2:10][CH2:11][N:12]([S:15]([C:18]3[CH:19]=[C:20]4[C:24](=[CH:25][CH:26]=3)[NH:23][CH:22]=[CH:21]4)(=[O:17])=[O:16])[CH2:13][CH2:14]2)=[CH:5][CH:4]=1. The yield is 0.700. (8) The reactants are [C:1]([C:5]1[O:9][N:8]=[C:7]([NH:10][C:11]([NH:13][C:14]2[CH:19]=[C:18]([OH:20])[CH:17]=[CH:16][C:15]=2[F:21])=[O:12])[CH:6]=1)([CH3:4])([CH3:3])[CH3:2].Cl[C:23]1[C:32]2[C:27](=[CH:28][C:29]([O:35][CH3:36])=[C:30]([O:33][CH3:34])[CH:31]=2)[N:26]=[CH:25][N:24]=1.C(=O)([O-])[O-].[K+].[K+].O. The catalyst is CN(C=O)C. The product is [C:1]([C:5]1[O:9][N:8]=[C:7]([NH:10][C:11]([NH:13][C:14]2[CH:19]=[C:18]([O:20][C:23]3[C:32]4[C:27](=[CH:28][C:29]([O:35][CH3:36])=[C:30]([O:33][CH3:34])[CH:31]=4)[N:26]=[CH:25][N:24]=3)[CH:17]=[CH:16][C:15]=2[F:21])=[O:12])[CH:6]=1)([CH3:4])([CH3:2])[CH3:3]. The yield is 0.0800. (9) The reactants are [CH:1]([N:4]1[C:8]([C:9]2[N:10]=[C:11]3[C:17]4[CH:18]=[CH:19][C:20]([C:22]5[N:26]([CH2:27][CH2:28][O:29]C6CCCCO6)[C:25]([CH3:36])=[N:24][CH:23]=5)=[CH:21][C:16]=4[O:15][CH2:14][CH2:13][N:12]3[CH:37]=2)=[N:7][CH:6]=[N:5]1)([CH3:3])[CH3:2].[CH:38]([N:41]1[C:45]([C:46]2[N:47]=[C:48]3[C:54]4[CH:55]=[CH:56][C:57]([C:59]5[N:60]=[C:61]([CH3:73])[N:62]([CH2:64][CH2:65][O:66]C6CCCCO6)[CH:63]=5)=[CH:58][C:53]=4[O:52][CH2:51][CH2:50][N:49]3[CH:74]=2)=[N:44][CH:43]=[N:42]1)([CH3:40])[CH3:39].Cl. The catalyst is CO. The product is [CH:38]([N:41]1[C:45]([C:46]2[N:47]=[C:48]3[C:54]4[CH:55]=[CH:56][C:57]([C:59]5[N:60]=[C:61]([CH3:73])[N:62]([CH2:64][CH2:65][OH:66])[CH:63]=5)=[CH:58][C:53]=4[O:52][CH2:51][CH2:50][N:49]3[CH:74]=2)=[N:44][CH:43]=[N:42]1)([CH3:40])[CH3:39].[CH:1]([N:4]1[C:8]([C:9]2[N:10]=[C:11]3[C:17]4[CH:18]=[CH:19][C:20]([C:22]5[N:26]([CH2:27][CH2:28][OH:29])[C:25]([CH3:36])=[N:24][CH:23]=5)=[CH:21][C:16]=4[O:15][CH2:14][CH2:13][N:12]3[CH:37]=2)=[N:7][CH:6]=[N:5]1)([CH3:3])[CH3:2]. The yield is 0.720. (10) The reactants are [Cl:1][C:2]1[CH:7]=[CH:6][N:5]2[N:8]=[CH:9][CH:10]=[C:4]2[N:3]=1.O=P(Cl)(Cl)Cl.[OH-].[Na+].CN([CH:21]=[O:22])C. No catalyst specified. The product is [Cl:1][C:2]1[CH:7]=[CH:6][N:5]2[N:8]=[CH:9][C:10]([CH:21]=[O:22])=[C:4]2[N:3]=1. The yield is 0.700.